This data is from Catalyst prediction with 721,799 reactions and 888 catalyst types from USPTO. The task is: Predict which catalyst facilitates the given reaction. (1) Reactant: [Cl:1][C:2]1[CH:3]=[N+:4]([O-:40])[CH:5]=[C:6]([Cl:39])[C:7]=1[CH2:8][C@H:9]([O:20][C:21](=[O:38])[C:22]1[CH:27]=[CH:26][C:25]([NH:28][S:29]([CH3:32])(=[O:31])=[O:30])=[C:24]([O:33][CH2:34][CH:35]2[CH2:37][CH2:36]2)[CH:23]=1)[C:10]1[CH:15]=[CH:14][C:13]([O:16][CH3:17])=[C:12]([O:18][CH3:19])[CH:11]=1.C([O-])([O-])=O.[K+].[K+].Cl[CH2:48][CH2:49][N:50]1[CH2:55][CH2:54][O:53][CH2:52][CH2:51]1.O. Product: [ClH:1].[Cl:1][C:2]1[CH:3]=[N+:4]([O-:40])[CH:5]=[C:6]([Cl:39])[C:7]=1[CH2:8][C@H:9]([O:20][C:21](=[O:38])[C:22]1[CH:27]=[CH:26][C:25]([N:28]([CH2:48][CH2:49][N:50]2[CH2:55][CH2:54][O:53][CH2:52][CH2:51]2)[S:29]([CH3:32])(=[O:31])=[O:30])=[C:24]([O:33][CH2:34][CH:35]2[CH2:37][CH2:36]2)[CH:23]=1)[C:10]1[CH:15]=[CH:14][C:13]([O:16][CH3:17])=[C:12]([O:18][CH3:19])[CH:11]=1. The catalyst class is: 3. (2) Reactant: Cl[C:2]1[CH:7]=[CH:6][C:5]([N+:8]([O-:10])=[O:9])=[CH:4][N:3]=1.[CH3:11][C:12]1[CH:17]=[CH:16][C:15](B(O)O)=[CH:14][CH:13]=1.C(=O)([O-])[O-].[Na+].[Na+]. Product: [N+:8]([C:5]1[CH:6]=[CH:7][C:2]([C:15]2[CH:16]=[CH:17][C:12]([CH3:11])=[CH:13][CH:14]=2)=[N:3][CH:4]=1)([O-:10])=[O:9]. The catalyst class is: 276. (3) Reactant: C1(P(C2C=CC=CC=2)C2C=CC=CC=2)C=CC=CC=1.N(C(OCC)=O)=NC(OCC)=O.[F:32][C:33]1[CH:57]=[CH:56][CH:55]=[CH:54][C:34]=1[O:35][C:36]1[N:37]=[CH:38][C:39]2[N:44]=[C:43]([C:45]3[CH:50]=[C:49]([CH3:51])[C:48]([OH:52])=[C:47]([CH3:53])[CH:46]=3)[O:42][C:40]=2[N:41]=1.O[CH:59]1[CH2:62][CH:61]([C:63]([O:65][CH2:66][C:67]2[CH:72]=[CH:71][CH:70]=[CH:69][CH:68]=2)=[O:64])[CH2:60]1. Product: [F:32][C:33]1[CH:57]=[CH:56][CH:55]=[CH:54][C:34]=1[O:35][C:36]1[N:37]=[CH:38][C:39]2[N:44]=[C:43]([C:45]3[CH:46]=[C:47]([CH3:53])[C:48]([O:52][CH:59]4[CH2:62][CH:61]([C:63]([O:65][CH2:66][C:67]5[CH:68]=[CH:69][CH:70]=[CH:71][CH:72]=5)=[O:64])[CH2:60]4)=[C:49]([CH3:51])[CH:50]=3)[O:42][C:40]=2[N:41]=1. The catalyst class is: 571. (4) Reactant: C[O:2][C:3](=[O:39])[CH2:4][CH2:5][CH2:6][CH2:7][C:8]1([C:14]2[CH:19]=[CH:18][C:17]([O:20][CH3:21])=[CH:16][C:15]=2[NH:22][C:23](=[O:38])[C@H:24]([NH:26][C:27](=[O:37])[CH2:28][NH:29][C:30]([O:32][C:33]([CH3:36])([CH3:35])[CH3:34])=[O:31])[CH3:25])[S:13][CH2:12][CH2:11][CH2:10][S:9]1.[Li+].[OH-]. Product: [C:33]([O:32][C:30]([NH:29][CH2:28][C:27]([NH:26][C@H:24]([CH3:25])[C:23]([NH:22][C:15]1[CH:16]=[C:17]([O:20][CH3:21])[CH:18]=[CH:19][C:14]=1[C:8]1([CH2:7][CH2:6][CH2:5][CH2:4][C:3]([OH:39])=[O:2])[S:13][CH2:12][CH2:11][CH2:10][S:9]1)=[O:38])=[O:37])=[O:31])([CH3:36])([CH3:34])[CH3:35]. The catalyst class is: 36. (5) Reactant: [N:1]1[C:6]2[NH:7][CH:8]=[CH:9][C:5]=2[C:4]([N:10]2[CH2:15][CH2:14][CH:13]([NH2:16])[CH2:12][CH2:11]2)=[N:3][CH:2]=1.[N:17]1[CH:22]=[CH:21][C:20]([C:23](O)=[O:24])=[CH:19][N:18]=1.CN(C(ON1N=NC2C=CC=NC1=2)=[N+](C)C)C.F[P-](F)(F)(F)(F)F.C1C=NC2N(O)N=NC=2C=1.CCN(C(C)C)C(C)C. Product: [NH:1]1[C:6]2=[N:7][CH:8]=[CH:9][C:5]2=[C:4]([N:10]2[CH2:11][CH2:12][CH:13]([NH:16][C:23]([C:20]3[CH:21]=[CH:22][N:17]=[N:18][CH:19]=3)=[O:24])[CH2:14][CH2:15]2)[N:3]=[CH:2]1. The catalyst class is: 3.